From a dataset of Peptide-MHC class I binding affinity with 185,985 pairs from IEDB/IMGT. Regression. Given a peptide amino acid sequence and an MHC pseudo amino acid sequence, predict their binding affinity value. This is MHC class I binding data. (1) The peptide sequence is KDTWLDARM. The MHC is HLA-A02:06 with pseudo-sequence HLA-A02:06. The binding affinity (normalized) is 0.0128. (2) The peptide sequence is PTVKYPNL. The MHC is H-2-Kb with pseudo-sequence H-2-Kb. The binding affinity (normalized) is 0.426.